Dataset: Reaction yield outcomes from USPTO patents with 853,638 reactions. Task: Predict the reaction yield, written as a fraction of the theoretical maximum amount of product (1.0 means a 100% yield; for example, 0.34 means a 34% yield). (1) The reactants are [O:1]1[C@H:3]([C@@H:4]([OH:7])[CH2:5][CH3:6])[CH2:2]1.CCOCC.[OH-].[K+].[S:15](Cl)([C:18]1[CH:24]=[CH:23][C:21]([CH3:22])=[CH:20][CH:19]=1)(=[O:17])=[O:16]. The catalyst is O. The yield is 0.500. The product is [O:1]1[C@H:3]([C@@H:4]([O:7][S:15]([C:18]2[CH:24]=[CH:23][C:21]([CH3:22])=[CH:20][CH:19]=2)(=[O:17])=[O:16])[CH2:5][CH3:6])[CH2:2]1. (2) The reactants are [N:1]([C@H:4]1[CH2:9][CH2:8][C@H:7]([NH:10][C:11]([O:13][C:14]([CH3:17])([CH3:16])[CH3:15])=[O:12])[CH:6]=[CH:5]1)=[N+]=[N-].C1(P(C2C=CC=CC=2)C2C=CC=CC=2)C=CC=CC=1. The catalyst is C1COCC1.O. The product is [NH2:1][C@H:4]1[CH2:9][CH2:8][C@H:7]([NH:10][C:11]([O:13][C:14]([CH3:17])([CH3:16])[CH3:15])=[O:12])[CH:6]=[CH:5]1. The yield is 0.310. (3) The reactants are I[CH2:2][C@@H:3]([CH3:18])[CH2:4][N:5]1[C:10]2[CH:11]=[C:12]([O:15][CH3:16])[CH:13]=[CH:14][C:9]=2[O:8][CH2:7][C:6]1=[O:17].[CH2:19]([CH:23]1[CH2:28][CH2:27][NH:26][CH2:25][CH2:24]1)[CH2:20][CH2:21][CH3:22]. The catalyst is CCCCCCC.CCOC(C)=O. The product is [CH2:19]([CH:23]1[CH2:28][CH2:27][N:26]([CH2:2][C@@H:3]([CH3:18])[CH2:4][N:5]2[C:10]3[CH:11]=[C:12]([O:15][CH3:16])[CH:13]=[CH:14][C:9]=3[O:8][CH2:7][C:6]2=[O:17])[CH2:25][CH2:24]1)[CH2:20][CH2:21][CH3:22]. The yield is 0.270.